Predict the reactants needed to synthesize the given product. From a dataset of Full USPTO retrosynthesis dataset with 1.9M reactions from patents (1976-2016). (1) Given the product [CH3:7][O:6][C:1](=[O:5])[C:2]([CH3:4])([CH3:3])[CH2:28][C:27]1[CH:30]=[CH:31][C:24]([Cl:23])=[CH:25][CH:26]=1, predict the reactants needed to synthesize it. The reactants are: [C:1]([O:6][CH3:7])(=[O:5])[CH:2]([CH3:4])[CH3:3].C([N-]C(C)C)(C)C.[Li+].C(=O)=O.CC(C)=O.[Cl:23][C:24]1[CH:31]=[CH:30][C:27]([CH2:28]Br)=[CH:26][CH:25]=1. (2) Given the product [CH3:1]/[CH:2]=[C:3]1\[C:4]([CH2:6][C@H:7]2[C@@H:12]3[CH2:13][CH2:14][C:15]4[C@@:21]([CH3:22])([C@H:11]3[CH2:10][CH2:9][C@:8]\12[CH3:23])[CH2:20][CH2:19][C:17](=[O:18])[CH:16]=4)=[O:5], predict the reactants needed to synthesize it. The reactants are: [CH3:1]/[CH:2]=[C:3]1/[C:4]([CH2:6][C@H:7]2[C@@H:12]3[CH2:13][CH2:14][C:15]4[C@@:21]([CH3:22])([C@H:11]3[CH2:10][CH2:9][C@:8]/12[CH3:23])[CH2:20][CH2:19][C:17](=[O:18])[CH:16]=4)=[O:5]. (3) Given the product [ClH:35].[ClH:37].[NH:22]1[CH2:21][CH2:20][CH:19]([C:14]2[C:13]([O:12][C:11]3[CH:32]=[CH:33][C:8]([NH:7][C:2]4[CH:3]=[CH:4][CH:5]=[CH:6][N:1]=4)=[CH:9][CH:10]=3)=[N:18][CH:17]=[CH:16][N:15]=2)[CH2:24][CH2:23]1, predict the reactants needed to synthesize it. The reactants are: [N:1]1[CH:6]=[CH:5][CH:4]=[CH:3][C:2]=1[NH:7][C:8]1[CH:33]=[CH:32][C:11]([O:12][C:13]2[C:14]([C:19]3[CH2:24][CH2:23][N:22](C(OC(C)(C)C)=O)[CH2:21][CH:20]=3)=[N:15][CH:16]=[CH:17][N:18]=2)=[CH:10][CH:9]=1.C(Cl)[Cl:35].[ClH:37]. (4) Given the product [CH3:13][C:11]1[NH:10][N:9]=[C:8]([C:6]([OH:7])=[O:5])[CH:12]=1, predict the reactants needed to synthesize it. The reactants are: [OH-].[Na+].C([O:5][C:6]([C:8]1[CH:12]=[C:11]([CH3:13])[NH:10][N:9]=1)=[O:7])C.Cl. (5) Given the product [CH2:2]([O:4][C:5]1[CH:6]=[C:7]2[C:12](=[C:13]3[CH2:17][C:16]([CH3:18])([CH3:19])[O:15][C:14]=13)[C:11]([C:20]1[CH:21]=[C:22]([CH:26]=[CH:27][CH:28]=1)[C:23]([N:45]([CH3:46])[CH3:43])=[O:24])=[N:10][C:9]([CH3:30])([CH3:29])[CH2:8]2)[CH3:3], predict the reactants needed to synthesize it. The reactants are: Cl.[CH2:2]([O:4][C:5]1[CH:6]=[C:7]2[C:12](=[C:13]3[CH2:17][C:16]([CH3:19])([CH3:18])[O:15][C:14]=13)[C:11]([C:20]1[CH:21]=[C:22]([CH:26]=[CH:27][CH:28]=1)[C:23](O)=[O:24])=[N:10][C:9]([CH3:30])([CH3:29])[CH2:8]2)[CH3:3].O.ON1C2C=CC=CC=2N=N1.Cl.[CH2:43]([N:45]=[C:46]=NCCCN(C)C)C.CNC. (6) Given the product [Cl:28][C:4]1[C:5]([C:8](=[N:23][O:24][CH:25]([CH3:27])[CH3:26])[CH2:9][NH:10][C:11](=[O:22])[C:12]2[CH:17]=[CH:16][CH:15]=[CH:14][C:13]=2[C:18]([F:21])([F:20])[F:19])=[N:6][CH:7]=[C:2]([C:32]#[C:31][C:30]([CH3:34])([CH3:33])[CH3:29])[CH:3]=1, predict the reactants needed to synthesize it. The reactants are: Br[C:2]1[CH:3]=[C:4]([Cl:28])[C:5]([C:8](=[N:23][O:24][CH:25]([CH3:27])[CH3:26])[CH2:9][NH:10][C:11](=[O:22])[C:12]2[CH:17]=[CH:16][CH:15]=[CH:14][C:13]=2[C:18]([F:21])([F:20])[F:19])=[N:6][CH:7]=1.[CH3:29][C:30]([CH3:34])([CH3:33])[C:31]#[CH:32].O. (7) Given the product [Cl:1][C:2]1[CH:21]=[CH:20][C:5]([CH:6]([C:7]2[CH:8]=[CH:9][C:10]([Cl:13])=[CH:11][CH:12]=2)[N:14]2[CH2:15][CH2:16][N:17]([C:26]([O:27][N:35]3[C:39](=[O:40])[C:38]4[C:37](=[CH:44][CH:43]=[CH:42][CH:41]=4)[C:36]3=[O:45])=[O:32])[CH2:18][CH2:19]2)=[CH:4][CH:3]=1, predict the reactants needed to synthesize it. The reactants are: [Cl:1][C:2]1[CH:21]=[CH:20][C:5]([CH:6]([N:14]2[CH2:19][CH2:18][NH:17][CH2:16][CH2:15]2)[C:7]2[CH:12]=[CH:11][C:10]([Cl:13])=[CH:9][CH:8]=2)=[CH:4][CH:3]=1.ClC(Cl)(O[C:26](=[O:32])[O:27]C(Cl)(Cl)Cl)Cl.O[N:35]1[C:39](=[O:40])[C:38]2=[CH:41][CH:42]=[CH:43][CH:44]=[C:37]2[C:36]1=[O:45].CCN(C(C)C)C(C)C. (8) Given the product [F:7][CH2:20][C:17]1[CH:16]=[CH:15][C:14]([O:13][C:12]2[CH:22]=[CH:23][C:24]([N+:26]([O-:28])=[O:27])=[CH:25][C:11]=2[CH3:10])=[CH:19][N:18]=1, predict the reactants needed to synthesize it. The reactants are: C(N(S(F)(F)[F:7])CC)C.[CH3:10][C:11]1[CH:25]=[C:24]([N+:26]([O-:28])=[O:27])[CH:23]=[CH:22][C:12]=1[O:13][C:14]1[CH:15]=[CH:16][C:17]([CH2:20]O)=[N:18][CH:19]=1.[Cl-].[NH4+]. (9) Given the product [Si:41]([O:38][C@@H:36]([C@H:35]1[C:34](=[O:39])[N:19]2[C:20]([C:21]([O:23][CH2:24][C:25]3[CH:26]=[CH:27][C:28]([N+:31]([O-:33])=[O:32])=[CH:29][CH:30]=3)=[O:22])=[C:16]([O:15][P:7]([C:9]3[CH:10]=[CH:11][CH:12]=[CH:13][CH:14]=3)([C:1]3[CH:6]=[CH:5][CH:4]=[CH:3][CH:2]=3)=[O:8])[C@H:17]([CH3:40])[C@@H:18]12)[CH3:37])([C:44]([CH3:47])([CH3:46])[CH3:45])([CH3:43])[CH3:42], predict the reactants needed to synthesize it. The reactants are: [C:1]1([P:7]([O:15][C:16]2[C@H:17]([CH3:40])[C@H:18]3[C@@H:35]([C@H:36]([OH:38])[CH3:37])[C:34](=[O:39])[N:19]3[C:20]=2[C:21]([O:23][CH2:24][C:25]2[CH:30]=[CH:29][C:28]([N+:31]([O-:33])=[O:32])=[CH:27][CH:26]=2)=[O:22])([C:9]2[CH:14]=[CH:13][CH:12]=[CH:11][CH:10]=2)=[O:8])[CH:6]=[CH:5][CH:4]=[CH:3][CH:2]=1.[Si:41](Cl)([C:44]([CH3:47])([CH3:46])[CH3:45])([CH3:43])[CH3:42].N1C=CN=C1.CO. (10) Given the product [C:13]([O:17][C:18](=[O:27])[NH:19][C@H:20]1[CH2:21][CH2:22][C@H:23]([N:26]2[CH2:4][CH:3]([O:6][Si:37]([C:33]([CH3:36])([CH3:35])[CH3:34])([C:45]3[CH:46]=[CH:47][CH:48]=[CH:49][CH:50]=3)[C:39]3[CH:44]=[CH:43][CH:42]=[CH:41][CH:40]=3)[CH2:2]2)[CH2:24][CH2:25]1)([CH3:16])([CH3:14])[CH3:15], predict the reactants needed to synthesize it. The reactants are: Br[CH2:2][CH:3]([OH:6])[CH2:4]Br.C(=O)([O-])[O-].[Na+].[Na+].[C:13]([O:17][C:18](=[O:27])[NH:19][C@H:20]1[CH2:25][CH2:24][C@H:23]([NH2:26])[CH2:22][CH2:21]1)([CH3:16])([CH3:15])[CH3:14].N1C=CN=C1.[C:33]([Si:37]([C:45]1[CH:50]=[CH:49][CH:48]=[CH:47][CH:46]=1)([C:39]1[CH:44]=[CH:43][CH:42]=[CH:41][CH:40]=1)Cl)([CH3:36])([CH3:35])[CH3:34].